From a dataset of Peptide-MHC class II binding affinity with 134,281 pairs from IEDB. Regression. Given a peptide amino acid sequence and an MHC pseudo amino acid sequence, predict their binding affinity value. This is MHC class II binding data. The peptide sequence is RDLLLIVTRIVELLGR. The MHC is HLA-DQA10301-DQB10301 with pseudo-sequence HLA-DQA10301-DQB10301. The binding affinity (normalized) is 0.241.